From a dataset of Reaction yield outcomes from USPTO patents with 853,638 reactions. Predict the reaction yield, written as a fraction of the theoretical maximum amount of product (1.0 means a 100% yield; for example, 0.34 means a 34% yield). (1) The reactants are [Cl:1][C:2]1[CH:7]=[N:6][C:5]2=[CH:8][N:9]([CH2:11][C:12]([NH:16][C:17](=[O:29])[C:18]3[CH:23]=[CH:22][C:21]([O:24][C:25]([F:28])([F:27])[F:26])=[CH:20][CH:19]=3)([C:14]#[N:15])[CH3:13])[N:10]=[C:4]2[CH:3]=1.[Cl:30]N1C(=O)CCC1=O. The catalyst is C(#N)C. The product is [C:14]([C:12]([NH:16][C:17](=[O:29])[C:18]1[CH:23]=[CH:22][C:21]([O:24][C:25]([F:26])([F:27])[F:28])=[CH:20][CH:19]=1)([CH3:13])[CH2:11][N:9]1[C:8]([Cl:30])=[C:5]2[N:6]=[CH:7][C:2]([Cl:1])=[CH:3][C:4]2=[N:10]1)#[N:15]. The yield is 0.890. (2) The reactants are C(OC([N:8]([CH2:38][C:39]([O:41]C(C)(C)C)=[O:40])[C:9]1[CH:14]=[CH:13][CH:12]=[C:11]([CH:15]([CH2:26][C:27]2[CH:32]=[CH:31][C:30]([N:33]3[CH:37]=[CH:36][CH:35]=[N:34]3)=[CH:29][CH:28]=2)[NH:16][S:17]([C:20]2[CH:25]=[CH:24][CH:23]=[CH:22][N:21]=2)(=[O:19])=[O:18])[N:10]=1)=O)(C)(C)C.C(OC(N(CC(OC(C)(C)C)=O)C1C=CC=C(C(CC2C=CC(C3C=CC=CN=3)=CC=2)NS(C2C=NC=CC=2)(=O)=O)N=1)=O)(C)(C)C.[OH-].[Na+]. No catalyst specified. The product is [N:33]1([C:30]2[CH:29]=[CH:28][C:27]([CH2:26][CH:15]([NH:16][S:17]([C:20]3[CH:25]=[CH:24][CH:23]=[CH:22][N:21]=3)(=[O:18])=[O:19])[C:11]3[N:10]=[C:9]([NH:8][CH2:38][C:39]([OH:41])=[O:40])[CH:14]=[CH:13][CH:12]=3)=[CH:32][CH:31]=2)[CH:37]=[CH:36][CH:35]=[N:34]1. The yield is 0.970. (3) The product is [Cl:1][C:2]1[CH:3]=[C:4]([O:10][C:23]2[C:22]([F:26])=[CH:21][C:13]([C:14]([O:16][C:17]([CH3:18])([CH3:19])[CH3:20])=[O:15])=[C:12]([F:11])[CH:24]=2)[CH:5]=[N:6][C:7]=1[O:8][CH3:9]. The reactants are [Cl:1][C:2]1[CH:3]=[C:4]([OH:10])[CH:5]=[N:6][C:7]=1[O:8][CH3:9].[F:11][C:12]1[CH:24]=[C:23](F)[C:22]([F:26])=[CH:21][C:13]=1[C:14]([O:16][C:17]([CH3:20])([CH3:19])[CH3:18])=[O:15].C(=O)([O-])[O-].[K+].[K+]. The yield is 0.280. The catalyst is CS(C)=O.O. (4) The reactants are [Cl:1][C:2]1[CH:9]=[C:8]([OH:10])[CH:7]=[CH:6][C:3]=1[CH:4]=[O:5].C([O-])([O-])=O.[K+].[K+].F[C:18]1[CH:25]=[CH:24][C:21]([C:22]#[N:23])=[CH:20][CH:19]=1. The catalyst is CN(C=O)C. The product is [Cl:1][C:2]1[CH:9]=[C:8]([CH:7]=[CH:6][C:3]=1[CH:4]=[O:5])[O:10][C:18]1[CH:25]=[CH:24][C:21]([C:22]#[N:23])=[CH:20][CH:19]=1. The yield is 0.140. (5) The reactants are Cl.[CH3:2][O:3][C:4](=[O:30])[C@@H:5]([NH:8][C:9]([C:11]1[C:12]([CH3:29])=[N:13][C:14]([NH:18][CH2:19][CH2:20][CH2:21][C:22]2[CH:27]=[CH:26][CH:25]=[C:24]([OH:28])[CH:23]=2)=[N:15][C:16]=1[CH3:17])=[O:10])[CH2:6][NH2:7].[N:31]1([C:41](Cl)=[O:42])[C:40]2[C:35](=[CH:36][CH:37]=[CH:38][CH:39]=2)[CH2:34][CH2:33][CH2:32]1.C(N(CC)CC)C.CN(C=O)C. The catalyst is [Cl-].[Na+].O. The product is [CH3:2][O:3][C:4](=[O:30])[C@@H:5]([NH:8][C:9]([C:11]1[C:12]([CH3:29])=[N:13][C:14]([NH:18][CH2:19][CH2:20][CH2:21][C:22]2[CH:27]=[CH:26][CH:25]=[C:24]([OH:28])[CH:23]=2)=[N:15][C:16]=1[CH3:17])=[O:10])[CH2:6][NH:7][C:41]([N:31]1[C:40]2[C:35](=[CH:36][CH:37]=[CH:38][CH:39]=2)[CH2:34][CH2:33][CH2:32]1)=[O:42]. The yield is 0.560. (6) The reactants are [CH3:1][O:2][C:3]1[CH:21]=[CH:20][CH:19]=[CH:18][C:4]=1[O:5][C:6]1[CH:14]=[CH:13][CH:12]=[C:8]([C:9]([OH:11])=O)[C:7]=1[C:15]([OH:17])=O.Cl.[NH2:23][CH:24]1[CH2:30][CH2:29][C:28](=[O:31])[NH:27][C:25]1=[O:26]. The catalyst is N1C=CC=CC=1. The product is [O:26]=[C:25]1[CH:24]([N:23]2[C:15](=[O:17])[C:7]3[C:8](=[CH:12][CH:13]=[CH:14][C:6]=3[O:5][C:4]3[CH:18]=[CH:19][CH:20]=[CH:21][C:3]=3[O:2][CH3:1])[C:9]2=[O:11])[CH2:30][CH2:29][C:28](=[O:31])[NH:27]1. The yield is 0.880.